Task: Predict the reaction yield, written as a fraction of the theoretical maximum amount of product (1.0 means a 100% yield; for example, 0.34 means a 34% yield).. Dataset: Reaction yield outcomes from USPTO patents with 853,638 reactions (1) The product is [CH2:16]([N:13]1[C:5]2[N:6]=[C:7]([S:11][CH3:12])[N:8]=[C:9]([CH3:10])[C:4]=2[CH:3]=[C:2]([C:20]2[NH:19][N:18]=[CH:22][CH:21]=2)[C:14]1=[O:15])[CH3:17]. The reactants are Br[C:2]1[C:14](=[O:15])[N:13]([CH2:16][CH3:17])[C:5]2[N:6]=[C:7]([S:11][CH3:12])[N:8]=[C:9]([CH3:10])[C:4]=2[CH:3]=1.[NH:18]1[C:22](B(O)O)=[CH:21][CH:20]=[N:19]1.C(Cl)Cl.C(N(CC)CC)C. The yield is 0.770. The catalyst is COCCOC.O. (2) The yield is 0.310. The catalyst is S(=O)(=O)(O)O. The product is [N+:17]([C:6]1[CH:5]=[C:4]2[C:9](=[CH:8][CH:7]=1)[NH:1][C:2]([CH:10]([CH3:16])[C:11]([O:13][CH2:14][CH3:15])=[O:12])=[CH:3]2)([O-:19])=[O:18]. The reactants are [NH:1]1[C:9]2[C:4](=[CH:5][CH:6]=[CH:7][CH:8]=2)[CH:3]=[C:2]1[CH:10]([CH3:16])[C:11]([O:13][CH2:14][CH3:15])=[O:12].[N+:17]([O-])([O-:19])=[O:18].[Na+]. (3) The yield is 0.530. The reactants are C1(P(C2C=CC=CC=2)C2C=CC=CC=2)C=CC=CC=1.[CH2:20]1[O:22][C@@H:21]1[CH2:23]O.[C:25]([NH2:36])(=[O:35])[C:26]1[C:27](=[CH:31][CH:32]=[CH:33][CH:34]=1)[C:28](N)=[O:29].CCOC(/N=N/C(OCC)=O)=O. The catalyst is C1COCC1. The product is [O:22]1[CH2:20][C@@H:21]1[CH2:23][N:36]1[C:25](=[O:35])[C:26]2[C:27](=[CH:31][CH:32]=[CH:33][CH:34]=2)[C:28]1=[O:29]. (4) The reactants are [CH2:1]([N:4]1[CH:9]=[CH:8][CH:7]=[C:6]([O:10][CH3:11])[C:5]1=[O:12])[C:2]#[CH:3].[C:13]1([N:19]=[N+:20]=[N-:21])[CH:18]=[CH:17]C=CC=1.CCN(C(C)C)[CH:25]([CH3:27])[CH3:26]. The catalyst is C1COCC1.C(Cl)Cl.[Cu]I. The product is [C:1]1([N:4]2[CH:9]=[CH:8][C:7]([CH2:17][C:18]3[N:21]=[N:20][NH:19][CH:13]=3)=[C:6]([O:10][CH3:11])[C:5]2=[O:12])[CH:27]=[CH:25][CH:26]=[CH:3][CH:2]=1. The yield is 0.920. (5) The reactants are [CH3:1][C:2]1[C:10]2[C:5](=[N:6][C:7]([CH3:26])=[C:8]([CH:18]([CH2:23][CH2:24][CH3:25])[C:19]([O:21]C)=[O:20])[C:9]=2[C:11]2[CH:16]=[CH:15][C:14]([CH3:17])=[CH:13][CH:12]=2)[S:4][CH:3]=1.[OH-].[Na+]. The catalyst is CO.C(O)C. The product is [CH3:1][C:2]1[C:10]2[C:5](=[N:6][C:7]([CH3:26])=[C:8]([CH:18]([CH2:23][CH2:24][CH3:25])[C:19]([OH:21])=[O:20])[C:9]=2[C:11]2[CH:12]=[CH:13][C:14]([CH3:17])=[CH:15][CH:16]=2)[S:4][CH:3]=1. The yield is 0.620. (6) The reactants are [NH2:1][C@@H:2]([CH:5]1[CH2:10][CH2:9][N:8]([C:11]([O:13][C:14]([CH3:17])([CH3:16])[CH3:15])=[O:12])[CH2:7][CH2:6]1)[CH2:3][OH:4].C(N(CC)CC)C.[Cl:25][C:26]1[S:30][C:29]([S:31](Cl)(=[O:33])=[O:32])=[CH:28][CH:27]=1. The catalyst is C(Cl)Cl. The product is [C:14]([O:13][C:11]([N:8]1[CH2:7][CH2:6][CH:5]([CH:2]([NH:1][S:31]([C:29]2[S:30][C:26]([Cl:25])=[CH:27][CH:28]=2)(=[O:33])=[O:32])[CH2:3][OH:4])[CH2:10][CH2:9]1)=[O:12])([CH3:17])([CH3:16])[CH3:15]. The yield is 0.580. (7) The reactants are [OH-].[Na+].[CH:3](=O)[C:4]1[CH:9]=[CH:8][CH:7]=[CH:6][CH:5]=1.[CH3:11][C:12]([C:14]1[CH:19]=[C:18]([Cl:20])[CH:17]=[CH:16][C:15]=1[OH:21])=[O:13]. The catalyst is O.CO. The product is [Cl:20][C:18]1[CH:17]=[CH:16][C:15]([OH:21])=[C:14]([C:12](=[O:13])/[CH:11]=[CH:3]/[C:4]2[CH:9]=[CH:8][CH:7]=[CH:6][CH:5]=2)[CH:19]=1. The yield is 0.460. (8) The reactants are [F:1][C:2]1[CH:3]=[C:4]([CH2:9][C:10]([OH:12])=[O:11])[CH:5]=[CH:6][C:7]=1[F:8].S(=O)(=O)(O)O.[CH3:18]O. No catalyst specified. The product is [CH3:18][O:11][C:10](=[O:12])[CH2:9][C:4]1[CH:5]=[CH:6][C:7]([F:8])=[C:2]([F:1])[CH:3]=1. The yield is 0.990. (9) The reactants are [NH2:1][NH2:2].[CH3:3][NH:4][S:5]([C:8]1[CH:9]=[C:10]([CH:15]=[CH:16][CH:17]=1)[C:11](OC)=[O:12])(=[O:7])=[O:6]. The catalyst is CO. The product is [NH:1]([C:11]([C:10]1[CH:9]=[C:8]([S:5]([NH:4][CH3:3])(=[O:7])=[O:6])[CH:17]=[CH:16][CH:15]=1)=[O:12])[NH2:2]. The yield is 0.743. (10) The reactants are [NH2:1][C:2]1[N:6]([C:7]2[C:12]([Cl:13])=[CH:11][C:10]([C:14]([F:17])([F:16])[F:15])=[CH:9][C:8]=2[Cl:18])[N:5]=[C:4]([C:19]#[N:20])[C:3]=1[S:21]([C:24]([F:27])([F:26])[F:25])(=[O:23])=[O:22].S(=O)(=O)(O)[OH:29]. No catalyst specified. The product is [NH2:1][C:2]1[N:6]([C:7]2[C:8]([Cl:18])=[CH:9][C:10]([C:14]([F:16])([F:17])[F:15])=[CH:11][C:12]=2[Cl:13])[N:5]=[C:4]([C:19]([NH2:20])=[O:29])[C:3]=1[S:21]([C:24]([F:26])([F:25])[F:27])(=[O:23])=[O:22]. The yield is 0.830.